This data is from Retrosynthesis with 50K atom-mapped reactions and 10 reaction types from USPTO. The task is: Predict the reactants needed to synthesize the given product. (1) Given the product COc1ccccc1N1CCN(C(=O)OC(C)(C)C)CC1, predict the reactants needed to synthesize it. The reactants are: CC(C)(C)OC(=O)OC(=O)OC(C)(C)C.COc1ccccc1N1CCNCC1. (2) Given the product O=C(c1[nH]c2ncnc(Nc3ccc4[nH]ncc4c3)c2c1Br)N1CCCCC1, predict the reactants needed to synthesize it. The reactants are: C1CCNCC1.O=C(O)c1[nH]c2ncnc(Nc3ccc4[nH]ncc4c3)c2c1Br. (3) Given the product CC(C)(C)OC(=O)C1CCN(CCNc2ccccc2[N+](=O)[O-])CC1, predict the reactants needed to synthesize it. The reactants are: CC(C)(C)OC(=O)C1CCN(CCN)CC1.O=[N+]([O-])c1ccccc1F. (4) Given the product CC(C)(C)OC(=O)N[C@@H](CNC(=O)CBr)Cc1c[nH]c2ccccc12, predict the reactants needed to synthesize it. The reactants are: CC(C)(C)OC(=O)N[C@@H](CN)Cc1c[nH]c2ccccc12.O=C(Cl)CBr. (5) Given the product OCc1cccc(-c2ncc(Br)cn2)c1, predict the reactants needed to synthesize it. The reactants are: Brc1cnc(I)nc1.OCc1cccc(B(O)O)c1. (6) The reactants are: CN(CCO)c1ccc(N)cn1.N#Cc1cc(-c2ccnc(Cl)n2)ccc1OC1CCOCC1. Given the product CN(CCO)c1ccc(Nc2nccc(-c3ccc(OC4CCOCC4)c(C#N)c3)n2)cn1, predict the reactants needed to synthesize it. (7) Given the product CC(C)(C)OC(=O)N[C@@]12CC=CC[C@H]1CNC2, predict the reactants needed to synthesize it. The reactants are: CC(C)(C)OC(=O)N[C@@]12CC=CC[C@H]1CN(C(=O)OCc1ccccc1)C2. (8) Given the product Cc1cc(Nc2ncnc3[nH]nc(OCCN4CCC(O)CC4)c23)ccc1OCc1ccccn1, predict the reactants needed to synthesize it. The reactants are: Cc1cc(Nc2ncnc3[nH]nc(OCCCl)c23)ccc1OCc1ccccn1.OC1CCNCC1. (9) Given the product C[Si](C)(C)C#Cc1cnc2c(OCc3ccccc3)cccn12, predict the reactants needed to synthesize it. The reactants are: Brc1cnc2c(OCc3ccccc3)cccn12.C#C[Si](C)(C)C. (10) The reactants are: CCOC(=O)CC1CCN(c2ccc(C#N)cc2)CC1. Given the product N#Cc1ccc(N2CCC(CC(=O)O)CC2)cc1, predict the reactants needed to synthesize it.